From a dataset of Reaction yield outcomes from USPTO patents with 853,638 reactions. Predict the reaction yield, written as a fraction of the theoretical maximum amount of product (1.0 means a 100% yield; for example, 0.34 means a 34% yield). (1) The reactants are C([O-])(=O)C.[NH4+:5].[CH3:6][CH:7]1[CH2:11][CH2:10][C:9](=O)[C@@H:8]1[C:13]([O:15][CH2:16][CH3:17])=[O:14]. The product is [NH2:5][C:9]1[CH2:10][CH2:11][C@@H:7]([CH3:6])[C:8]=1[C:13]([O:15][CH2:16][CH3:17])=[O:14]. The catalyst is CO. The yield is 0.970. (2) The yield is 0.670. No catalyst specified. The product is [CH2:33]([O:32][C:18]1[CH:17]=[C:16]([N:15]([CH2:14][CH:11]2[CH2:12][CH2:13][NH:8][CH2:9][CH2:10]2)[C:60](=[O:61])[CH2:59][N:48]([CH3:47])[S:49]([C:52]2[CH:57]=[CH:56][C:55]([CH3:58])=[CH:54][CH:53]=2)(=[O:51])=[O:50])[CH:21]=[CH:20][C:19]=1[C:22]([O:24][CH2:25][C:26]1[CH:27]=[CH:28][CH:29]=[CH:30][CH:31]=1)=[O:23])[C:34]1[CH:39]=[CH:38][CH:37]=[CH:36][CH:35]=1. The reactants are C(OC([N:8]1[CH2:13][CH2:12][CH:11]([CH2:14][NH:15][C:16]2[CH:21]=[CH:20][C:19]([C:22]([O:24][CH2:25][C:26]3[CH:31]=[CH:30][CH:29]=[CH:28][CH:27]=3)=[O:23])=[C:18]([O:32][CH2:33][C:34]3[CH:39]=[CH:38][CH:37]=[CH:36][CH:35]=3)[CH:17]=2)[CH2:10][CH2:9]1)=O)(C)(C)C.NC1C=CC=CC=1.[CH3:47][N:48]([CH2:59][C:60](O)=[O:61])[S:49]([C:52]1[CH:57]=[CH:56][C:55]([CH3:58])=[CH:54][CH:53]=1)(=[O:51])=[O:50]. (3) The reactants are Cl[C:2]1[C:11]2[C:6](=[CH:7][CH:8]=[C:9]([CH3:12])[CH:10]=2)[N:5]([CH2:13][C:14]2[CH:19]=[CH:18][C:17]([F:20])=[CH:16][CH:15]=2)[C:4](=[O:21])[C:3]=1[C:22]#[N:23].[NH:24]1[CH2:29][CH2:28][NH:27][CH2:26][CH2:25]1. The catalyst is ClCCl. The product is [F:20][C:17]1[CH:18]=[CH:19][C:14]([CH2:13][N:5]2[C:6]3[C:11](=[CH:10][C:9]([CH3:12])=[CH:8][CH:7]=3)[C:2]([N:24]3[CH2:29][CH2:28][NH:27][CH2:26][CH2:25]3)=[C:3]([C:22]#[N:23])[C:4]2=[O:21])=[CH:15][CH:16]=1. The yield is 0.720. (4) The reactants are [CH3:1][CH:2]([OH:6])[CH:3]([OH:5])[CH3:4].CCN(CC)CC.[CH3:14][S:15](Cl)(=[O:17])=[O:16]. The catalyst is C(Cl)Cl. The product is [CH3:14][S:15]([O:5][CH:3]([CH:2]([O:6][S:15]([CH3:14])(=[O:17])=[O:16])[CH3:1])[CH3:4])(=[O:17])=[O:16]. The yield is 0.980. (5) The reactants are [Br:1][C:2]1[CH:3]=[CH:4][CH:5]=[C:6]2[C:11]=1[NH:10][C:9](=O)[N:8]([CH3:13])[C:7]2=[O:14].P(Cl)(Cl)([Cl:17])=O.C(N(C(C)C)C(C)C)C. The catalyst is C(Cl)Cl. The product is [Br:1][C:2]1[CH:3]=[CH:4][CH:5]=[C:6]2[C:11]=1[N:10]=[C:9]([Cl:17])[N:8]([CH3:13])[C:7]2=[O:14]. The yield is 0.840. (6) The reactants are [CH:1]([O:4][C:5]1[S:6][CH:7]=[CH:8][CH:9]=1)([CH3:3])[CH3:2].C([Li])CCC.CN(C)[CH:17]=[O:18].Cl. The catalyst is O1CCCC1.CN(C)P(N(C)C)(N(C)C)=O. The product is [CH:1]([O:4][C:5]1[S:6][C:7]([CH:17]=[O:18])=[CH:8][CH:9]=1)([CH3:3])[CH3:2]. The yield is 0.360.